From a dataset of Catalyst prediction with 721,799 reactions and 888 catalyst types from USPTO. Predict which catalyst facilitates the given reaction. (1) Reactant: [C:1]([N:3]1[C:11]2[CH:10]=[CH:9][C:8]([CH3:12])=[CH:7][C:6]=2[C:5]2[CH2:13][N:14]([CH3:17])[CH2:15][CH2:16][C:4]1=2)#[CH:2].Br[C:19]1[CH:20]=[CH:21][C:22]([CH3:25])=[N:23][CH:24]=1.CCCC[N+](CCCC)(CCCC)CCCC.[F-]. Product: [CH3:17][N:14]1[CH2:15][CH2:16][C:4]2[N:3]([C:1]#[C:2][C:19]3[CH:24]=[N:23][C:22]([CH3:25])=[CH:21][CH:20]=3)[C:11]3[CH:10]=[CH:9][C:8]([CH3:12])=[CH:7][C:6]=3[C:5]=2[CH2:13]1. The catalyst class is: 6. (2) The catalyst class is: 7. Product: [CH2:22]([O:21][C:19](=[O:20])[CH:24]=[C:16]1[CH2:17][N:14]([CH:1]([C:8]2[CH:13]=[CH:12][CH:11]=[CH:10][CH:9]=2)[C:2]2[CH:7]=[CH:6][CH:5]=[CH:4][CH:3]=2)[CH2:15]1)[CH3:23]. Reactant: [CH:1]([N:14]1[CH2:17][C:16](=O)[CH2:15]1)([C:8]1[CH:13]=[CH:12][CH:11]=[CH:10][CH:9]=1)[C:2]1[CH:7]=[CH:6][CH:5]=[CH:4][CH:3]=1.[C:19]([CH:24]=P(C1C=CC=CC=1)(C1C=CC=CC=1)C1C=CC=CC=1)([O:21][CH2:22][CH3:23])=[O:20]. (3) Reactant: OC(C(F)(F)F)=O.[CH3:8][N:9]1[CH:13]([C:14]([OH:16])=O)[CH2:12][N:11]([C:17]2[CH:22]=[CH:21][CH:20]=[C:19]([CH3:23])[N:18]=2)[C:10]1=[O:24].O.ON1C2C=CC=CC=2N=N1.Cl.C(N=C=NCCCN(C)C)C.C(N1CCOCC1)C.[Cl:56][C:57]1[C:62]([C:63]([F:66])([F:65])[F:64])=[CH:61][CH:60]=[CH:59][C:58]=1[CH2:67][NH2:68]. Product: [Cl:56][C:57]1[C:62]([C:63]([F:65])([F:66])[F:64])=[CH:61][CH:60]=[CH:59][C:58]=1[CH2:67][NH:68][C:14]([CH:13]1[CH2:12][N:11]([C:17]2[CH:22]=[CH:21][CH:20]=[C:19]([CH3:23])[N:18]=2)[C:10](=[O:24])[N:9]1[CH3:8])=[O:16]. The catalyst class is: 4. (4) Reactant: [Cl:1][C:2]1[N:10]=[C:9]2[C:5]([N:6]=[CH:7][N:8]2[CH2:11][CH3:12])=[C:4]([N:13]2[CH2:18][CH2:17][O:16][CH2:15][C@@H:14]2[CH3:19])[N:3]=1.C([N-]C(C)C)(C)C.[Li+].ClCC[I:31]. The catalyst class is: 1. Product: [Cl:1][C:2]1[N:10]=[C:9]2[C:5]([N:6]=[C:7]([I:31])[N:8]2[CH2:11][CH3:12])=[C:4]([N:13]2[CH2:18][CH2:17][O:16][CH2:15][C@@H:14]2[CH3:19])[N:3]=1.